Dataset: Forward reaction prediction with 1.9M reactions from USPTO patents (1976-2016). Task: Predict the product of the given reaction. (1) Given the reactants [C:1]1([CH3:11])[CH:6]=[CH:5][C:4]([S:7](Cl)(=[O:9])=[O:8])=[CH:3][CH:2]=1.[OH:12][C@@H:13]([C:16]1[CH:17]=[C:18]([CH2:24][CH2:25][C:26]([O:28][CH2:29][CH3:30])=[O:27])[CH:19]=[C:20]([F:23])[C:21]=1[F:22])[CH2:14][OH:15], predict the reaction product. The product is: [F:23][C:20]1[CH:19]=[C:18]([CH2:24][CH2:25][C:26]([O:28][CH2:29][CH3:30])=[O:27])[CH:17]=[C:16]([C@H:13]([OH:12])[CH2:14][O:15][S:7]([C:4]2[CH:5]=[CH:6][C:1]([CH3:11])=[CH:2][CH:3]=2)(=[O:9])=[O:8])[C:21]=1[F:22]. (2) Given the reactants [CH3:1][C:2]([OH:18])([CH2:4][CH2:5][CH2:6][O:7][C:8]1[CH:13]=[C:12]([C:14]([F:17])([F:16])[F:15])[CH:11]=[CH:10][N:9]=1)[CH3:3].[Br:19]Br.C([O-])(O)=O.[Na+], predict the reaction product. The product is: [Br:19][C:11]1[C:12]([C:14]([F:16])([F:17])[F:15])=[CH:13][C:8]([O:7][CH2:6][CH2:5][CH2:4][C:2]([CH3:1])([OH:18])[CH3:3])=[N:9][CH:10]=1. (3) Given the reactants [CH:1]([C:4]1[NH:5][C:6]([C:16]2[CH:21]=[CH:20][CH:19]=[C:18](B3OC(C)(C)C(C)(C)O3)[CH:17]=2)=[C:7]([C:9]2[CH:14]=[CH:13][CH:12]=[C:11]([CH3:15])[N:10]=2)[N:8]=1)([CH3:3])[CH3:2].Cl[C:32]1[CH:40]=[CH:39][C:35]([C:36]([NH2:38])=[O:37])=[CH:34][N:33]=1, predict the reaction product. The product is: [CH:1]([C:4]1[NH:8][C:7]([C:9]2[CH:14]=[CH:13][CH:12]=[C:11]([CH3:15])[N:10]=2)=[C:6]([C:16]2[CH:17]=[C:18]([C:32]3[CH:40]=[CH:39][C:35]([C:36]([NH2:38])=[O:37])=[CH:34][N:33]=3)[CH:19]=[CH:20][CH:21]=2)[N:5]=1)([CH3:3])[CH3:2]. (4) Given the reactants [CH3:1][O:2][C:3]1[CH:4]=[C:5]([C:11]2[C:20]3[C:15](=[CH:16][C:17]([O:21][CH3:22])=[CH:18][CH:19]=3)[C:14](=O)[NH:13][N:12]=2)[CH:6]=[CH:7][C:8]=1[O:9][CH3:10].P(Cl)(Cl)([Cl:26])=O, predict the reaction product. The product is: [Cl:26][C:14]1[C:15]2[C:20](=[CH:19][CH:18]=[C:17]([O:21][CH3:22])[CH:16]=2)[C:11]([C:5]2[CH:6]=[CH:7][C:8]([O:9][CH3:10])=[C:3]([O:2][CH3:1])[CH:4]=2)=[N:12][N:13]=1. (5) The product is: [Br:1][C:2]1[C:10]2[C:9]([NH:11][C:12]3[CH:13]=[C:14]4[CH:20]=[N:19][NH:18][C:15]4=[N:16][CH:17]=3)=[N:8][CH:7]=[N:6][C:5]=2[NH:4][C:3]=1[C:21]([N:29]1[CH2:30][CH2:31][CH:26]([N:25]([CH3:32])[CH3:24])[CH2:27][CH2:28]1)=[O:23]. Given the reactants [Br:1][C:2]1[C:10]2[C:9]([NH:11][C:12]3[CH:13]=[C:14]4[CH:20]=[N:19][NH:18][C:15]4=[N:16][CH:17]=3)=[N:8][CH:7]=[N:6][C:5]=2[NH:4][C:3]=1[C:21]([OH:23])=O.[CH3:24][N:25]([CH3:32])[CH:26]1[CH2:31][CH2:30][NH:29][CH2:28][CH2:27]1, predict the reaction product.